From a dataset of Antibody developability classification from SAbDab with 2,409 antibodies. Regression/Classification. Given an antibody's heavy chain and light chain sequences, predict its developability. TAP uses regression for 5 developability metrics; SAbDab uses binary classification. (1) The antibody is ['EVQLQQSGAELVKPGASVKLSCTASGFNIKDTYVHWVKQRPEQGLEWIGRIDPANGYTKYDPKFQGKATITADTSSNTAYLQLSSLTSEDTAVYYCVRPLYDYYAMDYWGQGTSVTVSS', 'PROT_98C4C262']. Result: 0 (not developable). (2) The antibody is ['QIQLVQSGPELKTPGETVRISCKASGYTFTTYGMSWVKQTPGKGFKWMGWINTYSGVPTYADDFKGRFAFSLETSASTAYLQINNLKNEDTATYFCARRSWYFDVWGTGTTVTVSS', 'DVLMTQTPLSLPVSLGDQASISCKSSQSIVHSSGNTYFEWYLQKPGQSPKLLIYKVSNRFSGVPDRFSGSGSGTDFTLKISRVEAEDLGVYYCFQGSHIPFTFGSGTKLEIK']. Result: 0 (not developable).